From a dataset of Full USPTO retrosynthesis dataset with 1.9M reactions from patents (1976-2016). Predict the reactants needed to synthesize the given product. Given the product [F:15][C:16]([F:27])([F:26])[C:17]1[CH:22]=[CH:21][C:20]([C:2]2[CH:3]=[N:4][CH:5]=[C:6]3[C:11]=2[N:10]=[C:9]([C:12]([NH2:14])=[O:13])[CH:8]=[CH:7]3)=[CH:19][CH:18]=1, predict the reactants needed to synthesize it. The reactants are: Br[C:2]1[CH:3]=[N:4][CH:5]=[C:6]2[C:11]=1[N:10]=[C:9]([C:12]([NH2:14])=[O:13])[CH:8]=[CH:7]2.[F:15][C:16]([F:27])([F:26])[C:17]1[CH:22]=[CH:21][C:20](B(O)O)=[CH:19][CH:18]=1.C(=O)([O-])[O-].[Cs+].[Cs+].